The task is: Binary Classification. Given a T-cell receptor sequence (or CDR3 region) and an epitope sequence, predict whether binding occurs between them.. This data is from TCR-epitope binding with 47,182 pairs between 192 epitopes and 23,139 TCRs. (1) Result: 1 (the TCR binds to the epitope). The TCR CDR3 sequence is CATSRDRVAEKLFF. The epitope is ELAGIGILTV. (2) The epitope is WICLLQFAY. The TCR CDR3 sequence is RASSLGPTSGRARFEETQYF. Result: 1 (the TCR binds to the epitope).